Dataset: Forward reaction prediction with 1.9M reactions from USPTO patents (1976-2016). Task: Predict the product of the given reaction. Given the reactants [Br:1][C:2]1[C:3]([Cl:11])=[C:4]2[C:8](=[CH:9][CH:10]=1)[NH:7][N:6]=[CH:5]2.[CH2:12]1[CH2:17][O:16][CH:15]=[CH:14][CH2:13]1.CC1C=CC(S(O)(=O)=O)=CC=1.C([O-])(O)=O.[Na+], predict the reaction product. The product is: [Br:1][C:2]1[C:3]([Cl:11])=[C:4]2[C:8](=[CH:9][CH:10]=1)[N:7]([CH:15]1[CH2:14][CH2:13][CH2:12][CH2:17][O:16]1)[N:6]=[CH:5]2.